Task: Predict the reactants needed to synthesize the given product.. Dataset: Full USPTO retrosynthesis dataset with 1.9M reactions from patents (1976-2016) (1) Given the product [C:1]([C:5]1[O:9][C:8]([CH3:10])=[C:7]([C:11]([NH:14][C@H:15]2[CH2:16][O:17][C@@H:18]3[C@@H:22]([NH:23][C:24]([CH:26]4[CH2:27][CH2:28]4)=[O:25])[CH2:21][O:20][C@H:19]23)=[O:13])[CH:6]=1)([CH3:2])([CH3:3])[CH3:4], predict the reactants needed to synthesize it. The reactants are: [C:1]([C:5]1[O:9][C:8]([CH3:10])=[C:7]([C:11]([OH:13])=O)[CH:6]=1)([CH3:4])([CH3:3])[CH3:2].[NH2:14][C@@H:15]1[C@H:19]2[O:20][CH2:21][C@H:22]([NH:23][C:24]([CH:26]3[CH2:28][CH2:27]3)=[O:25])[C@H:18]2[O:17][CH2:16]1. (2) Given the product [CH3:1][C:2]1[CH:3]=[C:4]([N:9]([CH2:21][CH2:22][C:23]2[CH:24]=[N:25][C:26]([C:29]([F:31])([F:32])[F:30])=[CH:27][CH:28]=2)[C:10](=[O:20])[C@H:11]([C:13]2[CH:14]=[CH:15][C:16]([F:19])=[CH:17][CH:18]=2)[OH:12])[CH:5]=[CH:6][C:7]=1[CH3:8], predict the reactants needed to synthesize it. The reactants are: [CH3:1][C:2]1[CH:3]=[C:4]([N:9]([CH2:21][CH2:22][C:23]2[CH:24]=[N:25][C:26]([C:29]([F:32])([F:31])[F:30])=[CH:27][CH:28]=2)[C:10](=[O:20])[C:11]([C:13]2[CH:18]=[CH:17][C:16]([F:19])=[CH:15][CH:14]=2)=[O:12])[CH:5]=[CH:6][C:7]=1[CH3:8].[BH4-].[Na+]. (3) The reactants are: [Cl:1][C:2]1[C:3]([F:27])=[CH:4][C:5]([C:25]#[N:26])=[C:6]([CH:24]=1)[O:7][C@@H:8]([C:19]1[S:20][CH:21]=[CH:22][N:23]=1)[CH2:9][CH2:10][NH:11]C(=O)OC(C)(C)C. Given the product [ClH:1].[NH2:11][CH2:10][CH2:9][C@@H:8]([O:7][C:6]1[CH:24]=[C:2]([Cl:1])[C:3]([F:27])=[CH:4][C:5]=1[C:25]#[N:26])[C:19]1[S:20][CH:21]=[CH:22][N:23]=1, predict the reactants needed to synthesize it. (4) The reactants are: [Br:1][C:2]1[CH:3]=[CH:4][C:5]([F:10])=[C:6]([CH:9]=1)[CH:7]=[O:8].C[Mg+].[Br-].[C:14](=O)(O)[O-].[Na+].CC(C)=O. Given the product [Br:1][C:2]1[CH:3]=[CH:4][C:5]([F:10])=[C:6]([C:7](=[O:8])[CH3:14])[CH:9]=1, predict the reactants needed to synthesize it. (5) Given the product [C:12]([C:3]1[CH:4]=[C:5]([C:7]([O:9][CH2:10][CH3:11])=[O:8])[NH:6][C:2]=1[CH3:1])#[N:13], predict the reactants needed to synthesize it. The reactants are: [CH3:1][C:2]1[NH:6][C:5]([C:7]([O:9][CH2:10][CH3:11])=[O:8])=[CH:4][CH:3]=1.[CH3:12][N:13](C=O)C.ClS(N=C=O)(=O)=O.C([O-])([O-])=O.[Na+].[Na+].